This data is from Catalyst prediction with 721,799 reactions and 888 catalyst types from USPTO. The task is: Predict which catalyst facilitates the given reaction. (1) Reactant: [CH2:1]([N:8]1[CH2:13][CH2:12][C@@H:11]([NH:14][S:15]([CH2:18][CH3:19])(=[O:17])=[O:16])[C@H:10]([CH2:20][O:21][C:22]2[CH:27]=[CH:26][C:25]([N:28]3[CH:32]=[CH:31][CH:30]=[N:29]3)=[CH:24][CH:23]=2)[CH2:9]1)[C:2]1C=CC=CC=1.CC(O)=[O:35]. Product: [C:1]([N:8]1[CH2:13][CH2:12][C@@H:11]([NH:14][S:15]([CH2:18][CH3:19])(=[O:17])=[O:16])[C@H:10]([CH2:20][O:21][C:22]2[CH:27]=[CH:26][C:25]([N:28]3[CH:32]=[CH:31][CH:30]=[N:29]3)=[CH:24][CH:23]=2)[CH2:9]1)(=[O:35])[CH3:2]. The catalyst class is: 45. (2) Reactant: C1(P(C2C=CC=CC=2)C2C=CC=CC=2)C=CC=CC=1.[N+:20]([C:23]1[CH:31]=[CH:30][C:26]([C:27]([OH:29])=[O:28])=[CH:25][CH:24]=1)([O-:22])=[O:21].[C:32]([O:36][C:37]([NH:39][C@@:40]1([C:64]([O:66][C:67]([CH3:70])([CH3:69])[CH3:68])=[O:65])[C@H:45]([O:46][CH2:47][C:48]2[CH:53]=[CH:52][C:51]([Cl:54])=[C:50]([Cl:55])[CH:49]=2)[C@H:44](O)[C@@H:43]2[C@H:41]1[C@H:42]2[C:57]([O:59][C:60]([CH3:63])([CH3:62])[CH3:61])=[O:58])=[O:38])([CH3:35])([CH3:34])[CH3:33].N(C(OC(C)C)=O)=NC(OC(C)C)=O. Product: [C:32]([O:36][C:37]([NH:39][C@@:40]1([C:64]([O:66][C:67]([CH3:70])([CH3:69])[CH3:68])=[O:65])[C@H:45]([O:46][CH2:47][C:48]2[CH:53]=[CH:52][C:51]([Cl:54])=[C:50]([Cl:55])[CH:49]=2)[C@@H:44]([O:28][C:27]([C:26]2[CH:25]=[CH:24][C:23]([N+:20]([O-:22])=[O:21])=[CH:31][CH:30]=2)=[O:29])[C@@H:43]2[C@H:41]1[C@H:42]2[C:57]([O:59][C:60]([CH3:62])([CH3:61])[CH3:63])=[O:58])=[O:38])([CH3:35])([CH3:33])[CH3:34]. The catalyst class is: 305. (3) Reactant: [Si]([O:18][CH2:19][C:20]1[N:25]=[C:24](C(=O)C)[C:23]([O:29][N:30]=[C:31]([CH3:33])C)=[C:22]([Cl:34])[C:21]=1[N:35]1[CH2:40][C@H:39]([CH3:41])[O:38][C@H:37]([CH3:42])[CH2:36]1)(C(C)(C)C)(C1C=CC=CC=1)C1C=CC=CC=1.Cl. Product: [Cl:34][C:22]1[C:21]([N:35]2[CH2:36][C@H:37]([CH3:42])[O:38][C@H:39]([CH3:41])[CH2:40]2)=[C:20]([CH2:19][OH:18])[N:25]=[C:24]2[C:31]([CH3:33])=[N:30][O:29][C:23]=12. The catalyst class is: 351. (4) Reactant: C[N:2]1[CH2:7][CH2:6][O:5][CH2:4][CH2:3]1.CN(C(ON1N=NC2C=CC=NC1=2)=[N+](C)C)C.F[P-](F)(F)(F)(F)F.CN1CCNCC1.[I:39][C:40]1[N:44]2[CH:45]=[C:46]([C:49]3[CH:57]=[CH:56][C:52]([C:53]([OH:55])=O)=[CH:51][CH:50]=3)[N:47]=[CH:48][C:43]2=[N:42][CH:41]=1. Product: [I:39][C:40]1[N:44]2[CH:45]=[C:46]([C:49]3[CH:50]=[CH:51][C:52]([C:53]([N:2]4[CH2:7][CH2:6][O:5][CH2:4][CH2:3]4)=[O:55])=[CH:56][CH:57]=3)[N:47]=[CH:48][C:43]2=[N:42][CH:41]=1. The catalyst class is: 18.